Dataset: Forward reaction prediction with 1.9M reactions from USPTO patents (1976-2016). Task: Predict the product of the given reaction. (1) Given the reactants [NH2:1][C:2]1[CH:7]=[CH:6][CH:5]=[CH:4][C:3]=1[NH:8][C:9](=[O:17])[C:10]1[CH:15]=[CH:14][C:13](I)=[CH:12][CH:11]=1.[F:18][C:19]1[CH:20]=[C:21]([N:25]2[CH2:30][CH2:29][NH:28][CH2:27][CH2:26]2)[CH:22]=[CH:23][CH:24]=1.C(=O)([O-])[O-].[K+].[K+].O1C=[CH:40][CH:39]=[C:38]1P(C1OC=CC=1)C1OC=CC=1.C=C=C, predict the reaction product. The product is: [NH2:1][C:2]1[CH:7]=[CH:6][CH:5]=[CH:4][C:3]=1[NH:8][C:9](=[O:17])[C:10]1[CH:15]=[CH:14][C:13]([C:39]([CH2:40][N:28]2[CH2:29][CH2:30][N:25]([C:21]3[CH:22]=[CH:23][CH:24]=[C:19]([F:18])[CH:20]=3)[CH2:26][CH2:27]2)=[CH2:38])=[CH:12][CH:11]=1. (2) Given the reactants [CH3:1][N:2]([CH3:20])[C:3]([C:5]1[CH:10]=[CH:9][C:8]([C:11]2[CH:16]=[CH:15][C:14]([NH2:17])=[C:13]([C:18]#[N:19])[CH:12]=2)=[CH:7][CH:6]=1)=[O:4].[N-:21]=[N+:22]=[N-:23].[Na+].[Cl-].C([NH+](CC)CC)C, predict the reaction product. The product is: [CH3:1][N:2]([CH3:20])[C:3]([C:5]1[CH:6]=[CH:7][C:8]([C:11]2[CH:16]=[CH:15][C:14]([NH2:17])=[C:13]([C:18]3[NH:23][N:22]=[N:21][N:19]=3)[CH:12]=2)=[CH:9][CH:10]=1)=[O:4]. (3) Given the reactants C(O)(=O)C.[C:5]([O:9][C:10]([NH:12][C@H:13]([C:17]1[CH:22]=[CH:21][C:20]([OH:23])=[CH:19][CH:18]=1)[C:14]([OH:16])=[O:15])=[O:11])([CH3:8])([CH3:7])[CH3:6].[H-].[Na+].Br[CH2:27][CH2:28][O:29][CH:30]1[CH2:35][CH2:34][CH2:33][CH2:32][O:31]1, predict the reaction product. The product is: [C:5]([O:9][C:10]([NH:12][C@H:13]([C:17]1[CH:22]=[CH:21][C:20]([O:23][CH2:27][CH2:28][O:29][CH:30]2[CH2:35][CH2:34][CH2:33][CH2:32][O:31]2)=[CH:19][CH:18]=1)[C:14]([OH:16])=[O:15])=[O:11])([CH3:8])([CH3:6])[CH3:7]. (4) The product is: [Cl:20][C:7]1[CH:8]=[C:9]([C:11]([OH:13])=[O:12])[C:10]2[C:2]([CH3:1])=[N:3][N:4]([CH:15]([CH3:17])[CH3:16])[C:5]=2[N:6]=1. Given the reactants [CH3:1][C:2]1[C:10]2[C:9]([C:11]([OH:13])=[O:12])=[CH:8][C:7](=O)[NH:6][C:5]=2[N:4]([CH:15]([CH3:17])[CH3:16])[N:3]=1.P(Cl)(Cl)([Cl:20])=O, predict the reaction product. (5) Given the reactants [OH:1][CH2:2][C:3]1([C:6]2[N:24]=[C:9]3[C:10]([O:22][CH3:23])=[CH:11][CH:12]=[C:13]([C:14]4[CH:15]=[C:16]([CH:19]=[CH:20][CH:21]=4)[C:17]#[N:18])[N:8]3[N:7]=2)[CH2:5][CH2:4]1.[H-].[Na+].[N:27]1([C:32](Cl)=[O:33])[CH2:31][CH2:30][CH2:29][CH2:28]1.C([O-])(O)=O.[Na+], predict the reaction product. The product is: [C:17]([C:16]1[CH:15]=[C:14]([C:13]2[N:8]3[N:7]=[C:6]([C:3]4([CH2:2][O:1][C:32]([N:27]5[CH2:31][CH2:30][CH2:29][CH2:28]5)=[O:33])[CH2:5][CH2:4]4)[N:24]=[C:9]3[C:10]([O:22][CH3:23])=[CH:11][CH:12]=2)[CH:21]=[CH:20][CH:19]=1)#[N:18]. (6) Given the reactants [CH3:1][C:2]1([C:7]2[N:8]=[C:9]([CH2:12][N:13]3[N:17]=[C:16]([NH2:18])[CH:15]=[N:14]3)[S:10][CH:11]=2)[O:6]CCO1.[CH3:19][N:20]([CH3:35])[C:21]1[CH:22]=[C:23]([C:27]2[O:31][CH:30]=[N:29][C:28]=2[C:32](O)=[O:33])[CH:24]=[CH:25][CH:26]=1, predict the reaction product. The product is: [C:2]([C:7]1[N:8]=[C:9]([CH2:12][N:13]2[N:17]=[C:16]([NH:18][C:32]([C:28]3[N:29]=[CH:30][O:31][C:27]=3[C:23]3[CH:24]=[CH:25][CH:26]=[C:21]([N:20]([CH3:35])[CH3:19])[CH:22]=3)=[O:33])[CH:15]=[N:14]2)[S:10][CH:11]=1)(=[O:6])[CH3:1].